Dataset: Full USPTO retrosynthesis dataset with 1.9M reactions from patents (1976-2016). Task: Predict the reactants needed to synthesize the given product. (1) Given the product [Cl:32][C:18]1[C:19]([NH:21][C:22]2[CH:31]=[CH:30][CH:29]=[CH:28][C:23]=2[C:24]([NH:26][CH3:27])=[O:25])=[N:20][C:15]([NH:1][C:2]2[CH:13]=[CH:12][C:5]3[C:6](=[O:11])[NH:7][CH2:8][CH2:9][CH2:10][C:4]=3[CH:3]=2)=[N:16][CH:17]=1, predict the reactants needed to synthesize it. The reactants are: [NH2:1][C:2]1[CH:13]=[CH:12][C:5]2[C:6](=[O:11])[NH:7][CH2:8][CH2:9][CH2:10][C:4]=2[CH:3]=1.Cl[C:15]1[N:20]=[C:19]([NH:21][C:22]2[CH:31]=[CH:30][CH:29]=[CH:28][C:23]=2[C:24]([NH:26][CH3:27])=[O:25])[C:18]([Cl:32])=[CH:17][N:16]=1.CO.C(Cl)Cl. (2) Given the product [CH3:18][O:19][C:20]1[CH:21]=[CH:22][C:23]([CH2:24][N:25]([CH2:32][C:3]#[C:2][CH2:1][O:4][C@H:5]([CH2:6][C:7]#[C:8][CH2:9][O:10][C:11]2[CH:12]=[CH:13][CH:14]=[CH:15][CH:16]=2)[CH3:17])[CH2:26][CH2:27][C:28]#[N:29])=[CH:30][CH:31]=1, predict the reactants needed to synthesize it. The reactants are: [CH2:1]([O:4][C@@H:5]([CH3:17])[CH2:6][C:7]#[C:8][CH2:9][O:10][C:11]1[CH:16]=[CH:15][CH:14]=[CH:13][CH:12]=1)[C:2]#[CH:3].[CH3:18][O:19][C:20]1[CH:31]=[CH:30][C:23]([CH2:24][NH:25][CH2:26][CH2:27][C:28]#[N:29])=[CH:22][CH:21]=1.[CH2:32]=O. (3) Given the product [F:1][C:2]1[C:24]([Br:25])=[CH:23][C:5]2[N:6]([CH:10]3[CH2:15][CH2:14][NH:13][CH2:12][CH2:11]3)[C:7](=[O:9])[NH:8][C:4]=2[CH:3]=1, predict the reactants needed to synthesize it. The reactants are: [F:1][C:2]1[C:24]([Br:25])=[CH:23][C:5]2[N:6]([CH:10]3[CH2:15][CH2:14][N:13](C(OC(C)(C)C)=O)[CH2:12][CH2:11]3)[C:7](=[O:9])[NH:8][C:4]=2[CH:3]=1.Cl. (4) Given the product [CH3:12][O:13][C:14](=[O:40])[C:15]1[CH:20]=[CH:19][CH:18]=[C:17]([CH2:21][N:22]2[C:23]3[C:28](=[CH:27][CH:26]=[CH:25][CH:24]=3)/[C:30](=[C:31](/[C:32]3[CH:37]=[CH:36][C:35]([Cl:38])=[CH:34][CH:33]=3)\[C:2]3[CH:7]=[CH:6][C:5]([C:8]([F:11])([F:10])[F:9])=[CH:4][CH:3]=3)/[C:29]2=[O:39])[CH:16]=1, predict the reactants needed to synthesize it. The reactants are: I[C:2]1[CH:7]=[CH:6][C:5]([C:8]([F:11])([F:10])[F:9])=[CH:4][CH:3]=1.[CH3:12][O:13][C:14](=[O:40])[C:15]1[CH:20]=[CH:19][CH:18]=[C:17]([CH2:21][N:22]([C:29](=[O:39])[C:30]#[C:31][C:32]2[CH:37]=[CH:36][C:35]([Cl:38])=[CH:34][CH:33]=2)[C:23]2[CH:28]=[CH:27][CH:26]=[CH:25][CH:24]=2)[CH:16]=1. (5) The reactants are: [CH3:1][O:2][C:3]1[CH:8]=[CH:7][C:6]([F:9])=[CH:5][C:4]=1B(O)O.Br[C:14]1[C:19]([Cl:20])=[CH:18][CH:17]=[CH:16][C:15]=1[Cl:21].C(=O)([O-])[O-].[K+].[K+]. Given the product [Cl:20][C:19]1[CH:18]=[CH:17][CH:16]=[C:15]([Cl:21])[C:14]=1[C:4]1[CH:5]=[C:6]([F:9])[CH:7]=[CH:8][C:3]=1[O:2][CH3:1], predict the reactants needed to synthesize it. (6) Given the product [O:33]=[C:32]1[CH2:34][CH2:35][C:36](=[O:37])[N:31]1[O:15][C:14](=[O:16])[CH2:13][CH2:12][CH2:11][CH2:10][C:9]([O:8][CH2:1][C:2]1[CH:7]=[CH:6][CH:5]=[CH:4][CH:3]=1)=[O:17], predict the reactants needed to synthesize it. The reactants are: [CH2:1]([O:8][C:9](=[O:17])[CH2:10][CH2:11][CH2:12][CH2:13][C:14]([OH:16])=[O:15])[C:2]1[CH:7]=[CH:6][CH:5]=[CH:4][CH:3]=1.[B-](F)(F)(F)F.CN(C(O[N:31]1[C:36](=[O:37])[CH2:35][CH2:34][C:32]1=[O:33])=[N+](C)C)C.CCN(C(C)C)C(C)C. (7) Given the product [Cl:1][C:2]1[N:3]=[C:4]([NH:27][C:17]([CH3:26])([CH3:16])[CH2:18][C:19]2[CH:24]=[CH:23][CH:22]=[CH:21][C:20]=2[CH3:25])[C:5]2[CH2:10][N:9]([CH:11]([CH3:13])[CH3:12])[C:8](=[O:14])[C:6]=2[N:7]=1, predict the reactants needed to synthesize it. The reactants are: [Cl:1][C:2]1[N:3]=[C:4](Cl)[C:5]2[CH2:10][N:9]([CH:11]([CH3:13])[CH3:12])[C:8](=[O:14])[C:6]=2[N:7]=1.[CH3:16][C:17]([NH2:27])([CH3:26])[CH2:18][C:19]1[CH:24]=[CH:23][CH:22]=[CH:21][C:20]=1[CH3:25].C(N(C(C)C)C(C)C)C. (8) Given the product [NH2:7][CH2:8][C:9]#[C:10][C:11]1[CH:16]=[C:15]([O:17][CH:18]([C:20]2[C:25]([Cl:26])=[CH:24][CH:23]=[C:22]([F:27])[C:21]=2[Cl:28])[CH3:19])[C:14]([NH2:29])=[N:13][CH:12]=1, predict the reactants needed to synthesize it. The reactants are: C(OC(=O)[NH:7][CH2:8][C:9]#[C:10][C:11]1[CH:12]=[N:13][C:14]([NH2:29])=[C:15]([O:17][CH:18]([C:20]2[C:25]([Cl:26])=[CH:24][CH:23]=[C:22]([F:27])[C:21]=2[Cl:28])[CH3:19])[CH:16]=1)(C)(C)C.